Dataset: Catalyst prediction with 721,799 reactions and 888 catalyst types from USPTO. Task: Predict which catalyst facilitates the given reaction. (1) Reactant: [C:1]([O:5][C:6]([NH:8][C@H:9]1[CH2:14][CH2:13][CH2:12][CH2:11][C@H:10]1[C:15]([OH:17])=O)=[O:7])([CH3:4])([CH3:3])[CH3:2].Cl.[NH2:19][CH2:20][C:21]#[N:22].CCN=C=NCCCN(C)C.C1C=CC2N(O)N=NC=2C=1.CN1CCOCC1. Product: [C:20]([CH2:21][NH:22][C:15]([C@@H:10]1[CH2:11][CH2:12][CH2:13][CH2:14][C@@H:9]1[NH:8][C:6](=[O:7])[O:5][C:1]([CH3:2])([CH3:3])[CH3:4])=[O:17])#[N:19]. The catalyst class is: 3. (2) Reactant: [F:1][C:2]1[C:11]2[C:6](=[CH:7][CH:8]=[CH:9][CH:10]=2)[CH:5]=[CH:4][C:3]=1[OH:12].C([O-])([O-])=O.[K+].[K+].Br[C:20]([F:31])([F:30])[C:21]([NH:23][CH2:24][C:25]1[O:26][CH:27]=[CH:28][CH:29]=1)=[O:22]. Product: [F:31][C:20]([F:30])([O:12][C:3]1[CH:4]=[CH:5][C:6]2[C:11](=[CH:10][CH:9]=[CH:8][CH:7]=2)[C:2]=1[F:1])[C:21]([NH:23][CH2:24][C:25]1[O:26][CH:27]=[CH:28][CH:29]=1)=[O:22]. The catalyst class is: 372.